Task: Predict the reaction yield, written as a fraction of the theoretical maximum amount of product (1.0 means a 100% yield; for example, 0.34 means a 34% yield).. Dataset: Reaction yield outcomes from USPTO patents with 853,638 reactions (1) The reactants are [Cl:1][C:2]1[CH:7]=[C:6]([Cl:8])[C:5]([F:9])=[CH:4][C:3]=1[N+:10]([O-:12])=[O:11].C([O-])(=O)C.BrBr.S(=O)(=O)(O)O.[Br:24]([O-])(=O)=O.[K+].S(=O)(O)[O-].[Na+]. The catalyst is O. The product is [Br:24][C:7]1[C:2]([Cl:1])=[C:3]([N+:10]([O-:12])=[O:11])[CH:4]=[C:5]([F:9])[C:6]=1[Cl:8]. The yield is 0.919. (2) The reactants are [CH3:1][O:2][C:3]1[CH:4]=[C:5]([CH:20]=[CH:21][C:22]=1[O:23][CH3:24])[C:6]([N:8]1[C:17]2[C:12](=[CH:13][CH:14]=[CH:15][CH:16]=2)[C@H:11](O)[CH2:10][C@@H:9]1[CH3:19])=[O:7].[NH:25]1[C:34]2[C:29](=[CH:30][C:31]([NH:35][C:36](=[O:40])[CH2:37][CH2:38][CH3:39])=[CH:32][CH:33]=2)[CH2:28][CH2:27][CH2:26]1. The yield is 0.360. The product is [CH3:1][O:2][C:3]1[CH:4]=[C:5]([CH:20]=[CH:21][C:22]=1[O:23][CH3:24])[C:6]([N:8]1[C:17]2[C:12](=[CH:13][CH:14]=[CH:15][CH:16]=2)[CH:11]([N:25]2[C:34]3[C:29](=[CH:30][C:31]([NH:35][C:36](=[O:40])[CH2:37][CH2:38][CH3:39])=[CH:32][CH:33]=3)[CH2:28][CH2:27][CH2:26]2)[CH2:10][CH:9]1[CH3:19])=[O:7]. No catalyst specified. (3) The reactants are [NH2:1][CH2:2][CH2:3][N:4]1[C:8]2=[N:9][C:10]([N:13]([CH2:19][CH2:20][CH:21]([CH3:23])[CH3:22])[CH2:14][CH2:15][CH:16]([CH3:18])[CH3:17])=[CH:11][CH:12]=[C:7]2[N:6]=[C:5]1[NH:24][C:25]1[CH:30]=[C:29]([O:31][CH3:32])[C:28]([O:33][CH3:34])=[C:27]([O:35][CH3:36])[CH:26]=1.[CH:37](=O)[C:38]1[CH:43]=[CH:42][C:41]([O:44][CH3:45])=[CH:40][CH:39]=1.C(O[BH-](OC(=O)C)OC(=O)C)(=O)C.[Na+].C(=O)([O-])O.[Na+]. The catalyst is ClCCl.CO.O. The product is [CH3:45][O:44][C:41]1[CH:42]=[CH:43][C:38]([CH2:37][NH:1][CH2:2][CH2:3][N:4]2[C:8]3=[N:9][C:10]([N:13]([CH2:14][CH2:15][CH:16]([CH3:18])[CH3:17])[CH2:19][CH2:20][CH:21]([CH3:22])[CH3:23])=[CH:11][CH:12]=[C:7]3[N:6]=[C:5]2[NH:24][C:25]2[CH:30]=[C:29]([O:31][CH3:32])[C:28]([O:33][CH3:34])=[C:27]([O:35][CH3:36])[CH:26]=2)=[CH:39][CH:40]=1. The yield is 0.680. (4) The reactants are [OH:1][C:2]1[CH:10]=[C:9]2[C:5]([CH:6]=[N:7][N:8]2[CH2:11][C@@H:12]([NH:14][C:15](=[O:24])[O:16][CH2:17][C:18]2[CH:23]=[CH:22][CH:21]=[CH:20][CH:19]=2)[CH3:13])=[CH:4][CH:3]=1.C(=O)([O-])[O-].[K+].[K+].[CH2:31](Br)[C:32]#[CH:33]. The catalyst is CC(C)=O. The product is [CH3:13][C@H:12]([NH:14][C:15](=[O:24])[O:16][CH2:17][C:18]1[CH:23]=[CH:22][CH:21]=[CH:20][CH:19]=1)[CH2:11][N:8]1[C:9]2[C:5](=[CH:4][CH:3]=[C:2]([O:1][CH2:33][C:32]#[CH:31])[CH:10]=2)[CH:6]=[N:7]1. The yield is 0.740.